Dataset: Catalyst prediction with 721,799 reactions and 888 catalyst types from USPTO. Task: Predict which catalyst facilitates the given reaction. (1) Reactant: [Cl:1][C:2]1[N:10]=[C:9]([CH3:11])[CH:8]=[CH:7][C:3]=1C(O)=O.Cl.[CH3:13][NH:14][O:15][CH3:16].C(N(CC)C(C)C)(C)C.CCOC(OC([O:34][CH2:35][CH3:36])=O)=O. Product: [Cl:1][C:2]1[C:3]([CH2:36][C:35]([N:14]([O:15][CH3:16])[CH3:13])=[O:34])=[CH:7][CH:8]=[C:9]([CH3:11])[N:10]=1. The catalyst class is: 30. (2) Reactant: Cl[CH2:2][CH2:3][CH2:4][S:5]([C:8]1[CH:13]=[CH:12][C:11]([F:14])=[C:10]([F:15])[CH:9]=1)(=[O:7])=[O:6].C[Si]([N-][Si](C)(C)C)(C)C.[K+]. Product: [CH:4]1([S:5]([C:8]2[CH:13]=[CH:12][C:11]([F:14])=[C:10]([F:15])[CH:9]=2)(=[O:7])=[O:6])[CH2:2][CH2:3]1. The catalyst class is: 1. (3) Reactant: FC(F)(F)C(O)=O.FC(F)(F)C(O)=O.[N+:15]([C:18]1[CH:19]=[CH:20][C:21]([O:24][C@H:25]2[CH2:29][CH2:28][NH:27][CH2:26]2)=[N:22][CH:23]=1)([O-:17])=[O:16].C1COCC1.[CH:35]([S:37]([CH3:40])(=[O:39])=[O:38])=[CH2:36].O. Product: [CH3:40][S:37]([CH2:35][CH2:36][N:27]1[CH2:28][CH2:29][C@H:25]([O:24][C:21]2[CH:20]=[CH:19][C:18]([N+:15]([O-:17])=[O:16])=[CH:23][N:22]=2)[CH2:26]1)(=[O:39])=[O:38]. The catalyst class is: 25. (4) Reactant: C(OC(=O)[NH:7][C:8]1([C:12]2[CH:17]=[CH:16][C:15]([C:18]3[C:27]([C:28]4[CH:33]=[CH:32][CH:31]=[CH:30][CH:29]=4)=[CH:26][C:25]4[C:24]5=[N:34][NH:35][C:36]([N:37]6[CH2:42][CH2:41][O:40][CH2:39][CH2:38]6)=[C:23]5[CH2:22][CH2:21][C:20]=4[N:19]=3)=[CH:14][CH:13]=2)[CH2:11][CH2:10][CH2:9]1)(C)(C)C. Product: [O:40]1[CH2:39][CH2:38][N:37]([C:36]2[NH:35][N:34]=[C:24]3[C:23]=2[CH2:22][CH2:21][C:20]2[N:19]=[C:18]([C:15]4[CH:14]=[CH:13][C:12]([C:8]5([NH2:7])[CH2:11][CH2:10][CH2:9]5)=[CH:17][CH:16]=4)[C:27]([C:28]4[CH:29]=[CH:30][CH:31]=[CH:32][CH:33]=4)=[CH:26][C:25]3=2)[CH2:42][CH2:41]1. The catalyst class is: 67. (5) Reactant: [F:1][C:2]1[CH:10]=[CH:9][C:5]([C:6]([NH2:8])=[O:7])=[CH:4][CH:3]=1.C(Cl)(=O)[C:12](Cl)=[O:13]. Product: [F:1][C:2]1[CH:10]=[CH:9][C:5]([C:6]([N:8]=[C:12]=[O:13])=[O:7])=[CH:4][CH:3]=1. The catalyst class is: 2.